Dataset: Full USPTO retrosynthesis dataset with 1.9M reactions from patents (1976-2016). Task: Predict the reactants needed to synthesize the given product. (1) Given the product [F:19][C:11]1[CH:12]=[C:13]([NH2:16])[CH:14]=[CH:15][C:10]=1[N:7]1[CH2:8][CH2:9][N:4]([CH2:3][CH2:2][F:1])[CH2:5][CH2:6]1, predict the reactants needed to synthesize it. The reactants are: [F:1][CH2:2][CH2:3][N:4]1[CH2:9][CH2:8][N:7]([C:10]2[CH:15]=[CH:14][C:13]([N+:16]([O-])=O)=[CH:12][C:11]=2[F:19])[CH2:6][CH2:5]1. (2) Given the product [OH:22][C:19]([C:16]1[CH:17]=[CH:18][C:13]([C:12]([NH:11][C:4]2[CH:3]=[C:2]([C:13]3[CH:18]=[CH:17][CH:16]=[CH:15][CH:14]=3)[N:7]3[N:8]=[CH:9][CH:10]=[C:6]3[N:5]=2)=[O:23])=[CH:14][CH:15]=1)([CH3:21])[CH3:20], predict the reactants needed to synthesize it. The reactants are: Cl[C:2]1[N:7]2[N:8]=[CH:9][CH:10]=[C:6]2[N:5]=[C:4]([NH:11][C:12](=[O:23])[C:13]2[CH:18]=[CH:17][C:16]([C:19]([OH:22])([CH3:21])[CH3:20])=[CH:15][CH:14]=2)[CH:3]=1.B(O)O.